Task: Predict the product of the given reaction.. Dataset: Forward reaction prediction with 1.9M reactions from USPTO patents (1976-2016) (1) The product is: [CH3:14][C:10]1[CH:11]=[C:12]([CH3:13])[N:8]([C:6]2[N:5]=[C:4]([NH:15][CH:16]3[CH2:24][C:23]4[C:18](=[CH:19][CH:20]=[CH:21][CH:22]=4)[CH2:17]3)[CH:3]=[C:2]([N:25]3[CH2:30][CH2:29][O:28][CH2:27][CH2:26]3)[N:7]=2)[N:9]=1. Given the reactants Cl[C:2]1[N:7]=[C:6]([N:8]2[C:12]([CH3:13])=[CH:11][C:10]([CH3:14])=[N:9]2)[N:5]=[C:4]([NH:15][CH:16]2[CH2:24][C:23]3[C:18](=[CH:19][CH:20]=[CH:21][CH:22]=3)[CH2:17]2)[CH:3]=1.[NH:25]1[CH2:30][CH2:29][O:28][CH2:27][CH2:26]1, predict the reaction product. (2) Given the reactants [C:1]([OH:4])(=O)[CH3:2].OC[C:7]1[NH:8][C:9]([CH3:12])=[CH:10][N:11]=1.[CH3:13][N:14]1[C:22]2[CH:21]=[CH:20][CH:19]=[CH:18][C:17]=2[C:16]2[C:23](=O)[NH:24][CH2:25]C[C:15]1=2.FC(F)(F)C(O)=O, predict the reaction product. The product is: [CH3:12][C:9]1[NH:8][CH:7]=[N:11][C:10]=1[CH2:25][N:24]1[C:1](=[O:4])[C:2]2[C:21]3[CH:20]=[CH:19][CH:18]=[CH:17][C:22]=3[N:14]([CH3:13])[C:15]=2[CH2:16][CH2:23]1.